Predict the reaction yield, written as a fraction of the theoretical maximum amount of product (1.0 means a 100% yield; for example, 0.34 means a 34% yield). From a dataset of Reaction yield outcomes from USPTO patents with 853,638 reactions. (1) The reactants are [Br:1][C:2]1[O:6][C:5]([C:7]([OH:9])=O)=[CH:4][CH:3]=1.[CH3:10][N:11]1[CH2:16][CH2:15][NH:14][CH2:13][CH2:12]1. The catalyst is S(Cl)(Cl)=O.CN(C=O)C. The product is [Br:1][C:2]1[O:6][C:5]([C:7]([N:14]2[CH2:15][CH2:16][N:11]([CH3:10])[CH2:12][CH2:13]2)=[O:9])=[CH:4][CH:3]=1. The yield is 0.800. (2) The reactants are C(N(CC)C(C)C)(C)C.CS(Cl)(=O)=O.[CH3:15][O:16][CH2:17][C:18]1[S:22][C:21]2=[N:23][C:24]([C:28]([F:31])([F:30])[F:29])=[C:25]([CH2:26]O)[N:20]2[N:19]=1.[N-:32]=[N+:33]=[N-:34].[Na+]. The catalyst is ClCCl.CN(C=O)C.C(OCC)C.O. The product is [N:32]([CH2:26][C:25]1[N:20]2[C:21]([S:22][C:18]([CH2:17][O:16][CH3:15])=[N:19]2)=[N:23][C:24]=1[C:28]([F:31])([F:30])[F:29])=[N+:33]=[N-:34]. The yield is 1.00. (3) The reactants are [CH:1]1([NH2:9])[CH2:8][CH2:7][CH2:6][CH2:5][CH2:4][CH2:3][CH2:2]1.[F:10][C:11]([F:24])([F:23])[C:12](=O)[CH2:13][C:14]([C:16]1[CH:21]=[CH:20][CH:19]=[CH:18][CH:17]=1)=O.CCN=C=[N:29][CH2:30][CH2:31][CH2:32][N:33](C)C.C1C=CC2N(O)N=[N:42]C=2C=1.CN([CH:49]=[O:50])C. The catalyst is CN(C1C=CN=CC=1)C.C(Cl)Cl.C([O-])(O)=O.[Na+]. The product is [CH:1]1([NH:9][C:49]([C:31]2[CH:30]=[N:29][N:42]3[CH:12]([C:11]([F:24])([F:23])[F:10])[CH2:13][CH:14]([C:16]4[CH:21]=[CH:20][CH:19]=[CH:18][CH:17]=4)[NH:33][C:32]=23)=[O:50])[CH2:8][CH2:7][CH2:6][CH2:5][CH2:4][CH2:3][CH2:2]1. The yield is 0.960. (4) The reactants are [C:1]1([C:7]2[CH:12]=[C:11]([CH:13]3[CH2:18][CH2:17][N:16]([CH:19]4[CH2:24][O:23]C(C)(C)[O:21][CH2:20]4)[CH2:15][CH2:14]3)[CH:10]=[CH:9][C:8]=2[NH:27][C:28]([C:30]2[NH:31][CH:32]=[C:33]([C:35]#[N:36])[N:34]=2)=[O:29])[CH2:6][CH2:5][CH2:4][CH2:3][CH:2]=1.[C:37]([OH:43])([C:39]([F:42])([F:41])[F:40])=[O:38]. The catalyst is C1COCC1.O. The product is [F:40][C:39]([F:42])([F:41])[C:37]([OH:43])=[O:38].[C:1]1([C:7]2[CH:12]=[C:11]([CH:13]3[CH2:18][CH2:17][N:16]([CH:19]([CH2:20][OH:21])[CH2:24][OH:23])[CH2:15][CH2:14]3)[CH:10]=[CH:9][C:8]=2[NH:27][C:28]([C:30]2[NH:31][CH:32]=[C:33]([C:35]#[N:36])[N:34]=2)=[O:29])[CH2:6][CH2:5][CH2:4][CH2:3][CH:2]=1. The yield is 0.600.